This data is from Full USPTO retrosynthesis dataset with 1.9M reactions from patents (1976-2016). The task is: Predict the reactants needed to synthesize the given product. (1) Given the product [I:1][C:2]1[CH:3]=[N:4][N:5]2[CH:17]=[C:16]([C:13]3[CH:12]=[CH:11][C:10]([O:9][CH3:8])=[CH:15][CH:14]=3)[CH:19]=[N:7][C:6]=12, predict the reactants needed to synthesize it. The reactants are: [I:1][C:2]1[CH:3]=[N:4][NH:5][C:6]=1[NH2:7].[CH3:8][O:9][C:10]1[CH:15]=[CH:14][C:13]([CH:16]([CH:19]=O)[CH:17]=O)=[CH:12][CH:11]=1. (2) Given the product [C:1](=[O:8])([O:3][C:4]1[CH:6]=[CH:20][C:19]([C:18]([F:17])([F:26])[F:27])=[CH:25][C:5]=1[C:12]([CH3:15])([CH3:14])[CH3:13])[NH2:2], predict the reactants needed to synthesize it. The reactants are: [C:1](=[O:8])([O:3][C:4](C)([CH3:6])[CH3:5])[NH2:2].C(=O)(O[C:12]([CH3:15])([CH3:14])[CH3:13])N.[F:17][C:18]([F:27])([F:26])[C:19]1[CH:25]=CC(N)=C[CH:20]=1. (3) Given the product [Br:13][C:8]1[CH:9]=[C:10]2[C:5](=[CH:6][CH:7]=1)[N:4]([CH3:14])[CH:3]=[C:2]([NH:1][C:25]([CH:22]1[CH2:24][CH2:23]1)=[O:26])[C:11]2=[O:12], predict the reactants needed to synthesize it. The reactants are: [NH2:1][C:2]1[C:11](=[O:12])[C:10]2[C:5](=[CH:6][CH:7]=[C:8]([Br:13])[CH:9]=2)[N:4]([CH3:14])[CH:3]=1.C(N(CC)CC)C.[CH:22]1([C:25](Cl)=[O:26])[CH2:24][CH2:23]1. (4) Given the product [CH:12](=[N:1]/[C:2]1[CH:10]=[CH:9][CH:8]=[C:7]2[C:3]=1[CH2:4][O:5][C:6]2=[O:11])\[C:13]1[CH:18]=[CH:17][CH:16]=[CH:15][CH:14]=1, predict the reactants needed to synthesize it. The reactants are: [NH2:1][C:2]1[CH:10]=[CH:9][CH:8]=[C:7]2[C:3]=1[CH2:4][O:5][C:6]2=[O:11].[CH:12](=O)[C:13]1[CH:18]=[CH:17][CH:16]=[CH:15][CH:14]=1. (5) Given the product [CH2:16]([O:15][C:13]([N:5]1[CH2:6][C:7]2([O:12][CH2:11][CH2:10][O:9]2)[CH2:8][C@H:4]1[CH2:3][OH:2])=[O:14])[C:17]1[CH:22]=[CH:21][CH:20]=[CH:19][CH:18]=1, predict the reactants needed to synthesize it. The reactants are: C[O:2][C:3](=O)[C@@H:4]1[CH2:8][C:7]2([O:12][CH2:11][CH2:10][O:9]2)[CH2:6][N:5]1[C:13]([O:15][CH2:16][C:17]1[CH:22]=[CH:21][CH:20]=[CH:19][CH:18]=1)=[O:14].[BH4-].[Li+]. (6) Given the product [Cl:1][C:2]1[CH:7]=[CH:6][C:5]([CH:8]([OH:37])[C:9]2[N:10]=[C:11]([C:27]3[CH:32]=[CH:31][N:30]=[C:29]([NH:33][C:34](=[O:36])[CH3:35])[CH:28]=3)[S:12][C:13]=2[C:14]2[NH:18][CH:17]=[CH:16][N:15]=2)=[CH:4][CH:3]=1, predict the reactants needed to synthesize it. The reactants are: [Cl:1][C:2]1[CH:7]=[CH:6][C:5]([CH:8]([OH:37])[C:9]2[N:10]=[C:11]([C:27]3[CH:32]=[CH:31][N:30]=[C:29]([NH:33][C:34](=[O:36])[CH3:35])[CH:28]=3)[S:12][C:13]=2[C:14]2[N:15](COCC[Si](C)(C)C)[CH:16]=[CH:17][N:18]=2)=[CH:4][CH:3]=1.FC(F)(F)C(O)=O. (7) Given the product [Br:29][C:20]1[C:21]([NH2:24])=[N:22][CH:23]=[C:18]([C:16]2[C:15]3[C:10](=[N:11][CH:12]=[CH:13][CH:14]=3)[N:9]=[C:8]([C:6]3[CH:7]=[C:2]([Cl:1])[CH:3]=[CH:4][C:5]=3[F:25])[CH:17]=2)[CH:19]=1, predict the reactants needed to synthesize it. The reactants are: [Cl:1][C:2]1[CH:3]=[CH:4][C:5]([F:25])=[C:6]([C:8]2[CH:17]=[C:16]([C:18]3[CH:19]=[CH:20][C:21]([NH2:24])=[N:22][CH:23]=3)[C:15]3[C:10](=[N:11][CH:12]=[CH:13][CH:14]=3)[N:9]=2)[CH:7]=1.ClCCl.[Br:29]Br.